Predict the reactants needed to synthesize the given product. From a dataset of Full USPTO retrosynthesis dataset with 1.9M reactions from patents (1976-2016). (1) Given the product [CH:1]([C:4]1[CH:29]=[CH:28][CH:27]=[C:26]([CH:30]([CH3:32])[CH3:31])[C:5]=1[O:6][C:7]([O:9][C:10]1[CH:25]=[CH:24][CH:23]=[CH:22][C:11]=1[C:12]([OH:14])=[O:13])=[O:8])([CH3:3])[CH3:2], predict the reactants needed to synthesize it. The reactants are: [CH:1]([C:4]1[CH:29]=[CH:28][CH:27]=[C:26]([CH:30]([CH3:32])[CH3:31])[C:5]=1[O:6][C:7]([O:9][C:10]1[CH:25]=[CH:24][CH:23]=[CH:22][C:11]=1[C:12]([O:14]CC1C=CC=CC=1)=[O:13])=[O:8])([CH3:3])[CH3:2]. (2) Given the product [CH3:1][O:2][C:3]1[CH:8]=[CH:7][C:6]([S:9][C:10]2[C:11]([C:23]([OH:25])=[O:24])=[N:12][C:13]([S:16][C:17]3[N:21]([CH3:22])[CH:20]=[N:19][N:18]=3)=[CH:14][CH:15]=2)=[CH:5][CH:4]=1, predict the reactants needed to synthesize it. The reactants are: [CH3:1][O:2][C:3]1[CH:8]=[CH:7][C:6]([S:9][C:10]2[C:11]([C:23]([O:25]C(C)(C)C)=[O:24])=[N:12][C:13]([S:16][C:17]3[N:21]([CH3:22])[CH:20]=[N:19][N:18]=3)=[CH:14][CH:15]=2)=[CH:5][CH:4]=1.C(O)(C(F)(F)F)=O. (3) Given the product [CH:3]1([S:9][C:11]2[N:18]=[C:17]([C:19]([F:22])([F:20])[F:21])[CH:16]=[CH:15][C:12]=2[C:13]#[N:14])[CH2:8][CH2:7][CH2:6][CH2:5][CH2:4]1, predict the reactants needed to synthesize it. The reactants are: [H-].[Na+].[CH:3]1([SH:9])[CH2:8][CH2:7][CH2:6][CH2:5][CH2:4]1.Cl[C:11]1[N:18]=[C:17]([C:19]([F:22])([F:21])[F:20])[CH:16]=[CH:15][C:12]=1[C:13]#[N:14].[NH4+].[Cl-]. (4) Given the product [ClH:1].[Cl:1][C:2]1[CH:3]=[C:4]([C:5]2[O:7][N:38]=[C:33]([C:43]([NH2:41])=[O:44])[N:47]=2)[CH:8]=[CH:9][C:10]=1[C:11]1[N:15]([CH3:16])[C:14]([C:17]([CH3:29])([O:19][C:20]2[C:25]([F:26])=[CH:24][C:23]([F:27])=[CH:22][C:21]=2[F:28])[CH3:18])=[N:13][N:12]=1, predict the reactants needed to synthesize it. The reactants are: [Cl:1][C:2]1[CH:3]=[C:4]([CH:8]=[CH:9][C:10]=1[C:11]1[N:15]([CH3:16])[C:14]([C:17]([CH3:29])([O:19][C:20]2[C:25]([F:26])=[CH:24][C:23]([F:27])=[CH:22][C:21]=2[F:28])[CH3:18])=[N:13][N:12]=1)[C:5]([OH:7])=O.C1C=C[C:33]2[N:38](O)N=NC=2C=1.C[N:41]([CH:43]=[O:44])C.C([N:47](CC)CC)C. (5) Given the product [CH2:1]([N:8]1[CH2:13][CH2:12][CH2:11][C@@H:10]([N:14]2[CH2:15][CH2:16][C:17]3[C:18](=[CH:19][CH:20]=[C:21]([O:23][CH3:24])[CH:22]=3)[C:26]2=[O:27])[CH2:9]1)[C:2]1[CH:7]=[CH:6][CH:5]=[CH:4][CH:3]=1, predict the reactants needed to synthesize it. The reactants are: [CH2:1]([N:8]1[CH2:13][CH2:12][CH2:11][C@@H:10]([NH:14][CH2:15][CH2:16][C:17]2[CH:22]=[C:21]([O:23][CH3:24])[CH:20]=[CH:19][C:18]=2I)[CH2:9]1)[C:2]1[CH:7]=[CH:6][CH:5]=[CH:4][CH:3]=1.[CH3:26][OH:27].